The task is: Predict the reaction yield, written as a fraction of the theoretical maximum amount of product (1.0 means a 100% yield; for example, 0.34 means a 34% yield).. This data is from Reaction yield outcomes from USPTO patents with 853,638 reactions. (1) The reactants are [CH2:1]([C:4]1([CH2:11][CH2:12][CH3:13])[CH2:9][CH2:8][CH2:7][CH2:6][C:5]1=[O:10])[CH:2]=[CH2:3]. The catalyst is CO.O=[Pt]=O. The product is [CH2:11]([C:4]1([CH2:1][CH2:2][CH3:3])[CH2:9][CH2:8][CH2:7][CH2:6][C:5]1=[O:10])[CH2:12][CH3:13]. The yield is 0.930. (2) The reactants are [C:1]([NH:4][CH2:5][CH:6]1[O:10][C:9](=[O:11])[N:8]([C:12]2[CH:17]=[CH:16][C:15]([C:18]3[CH:19]=[CH:20][C:21]([CH2:24]OS(C)(=O)=O)=[N:22][CH:23]=3)=[C:14]([F:30])[CH:13]=2)[CH2:7]1)(=[O:3])[CH3:2].[O:31]1[CH:35]=[C:34]([CH2:36][NH2:37])[CH:33]=[N:32]1. The catalyst is CN(C=O)C. The product is [F:30][C:14]1[CH:13]=[C:12]([N:8]2[CH2:7][CH:6]([CH2:5][NH:4][C:1](=[O:3])[CH3:2])[O:10][C:9]2=[O:11])[CH:17]=[CH:16][C:15]=1[C:18]1[CH:23]=[N:22][C:21]([CH2:24][NH:37][CH2:36][C:34]2[CH:33]=[N:32][O:31][CH:35]=2)=[CH:20][CH:19]=1. The yield is 0.100.